This data is from Reaction yield outcomes from USPTO patents with 853,638 reactions. The task is: Predict the reaction yield, written as a fraction of the theoretical maximum amount of product (1.0 means a 100% yield; for example, 0.34 means a 34% yield). (1) The reactants are C([O:3][C:4](=O)[NH:5][CH2:6][CH2:7][C:8]1[CH:13]=[CH:12][C:11]([F:14])=[C:10]([Cl:15])[CH:9]=1)C.O=P12OP3(OP(OP(O3)(O1)=O)(=O)O2)=O. The catalyst is O=P(Cl)(Cl)Cl. The product is [Cl:15][C:10]1[C:11]([F:14])=[CH:12][CH:13]=[C:8]2[C:9]=1[C:4](=[O:3])[NH:5][CH2:6][CH2:7]2. The yield is 0.220. (2) The reactants are [F:1][C:2]([F:29])([F:28])[O:3][C:4]1[CH:9]=[CH:8][C:7]([N:10]2[CH:14]=[N:13][C:12]([C:15]3[CH:20]=[CH:19][C:18]([CH:21]4[CH2:26][CH2:25][CH2:24][CH2:23][CH:22]4[NH2:27])=[CH:17][CH:16]=3)=[N:11]2)=[CH:6][CH:5]=1.[CH:30]([C:33]1[CH:38]=[CH:37][C:36]([CH3:39])=[CH:35][C:34]=1[N:40]1[C:44](=[O:45])[CH2:43][S:42]/[C:41]/1=[N:46]\[C:47](=O)[O:48]C1C=CC([N+]([O-])=O)=CC=1)([CH3:32])[CH3:31].C(=O)([O-])[O-].[Cs+].[Cs+]. The catalyst is C(#N)C. The product is [CH:30]([C:33]1[CH:38]=[CH:37][C:36]([CH3:39])=[CH:35][C:34]=1[N:40]1[C:44](=[O:45])[CH2:43][S:42]/[C:41]/1=[N:46]\[C:47]([NH:27][CH:22]1[CH2:23][CH2:24][CH2:25][CH2:26][CH:21]1[C:18]1[CH:19]=[CH:20][C:15]([C:12]2[N:13]=[CH:14][N:10]([C:7]3[CH:6]=[CH:5][C:4]([O:3][C:2]([F:1])([F:28])[F:29])=[CH:9][CH:8]=3)[N:11]=2)=[CH:16][CH:17]=1)=[O:48])([CH3:32])[CH3:31]. The yield is 0.0600.